Dataset: Retrosynthesis with 50K atom-mapped reactions and 10 reaction types from USPTO. Task: Predict the reactants needed to synthesize the given product. (1) Given the product CN1CCc2c(n(CC(=O)Nc3ccc(F)cc3)c3cccc(Cl)c23)C1, predict the reactants needed to synthesize it. The reactants are: CN1CCc2c(n(CC(=O)O)c3cccc(Cl)c23)C1.Nc1ccc(F)cc1. (2) Given the product O=C1CCCN1[C@H]1CC[C@@H](C(=O)Nc2ccc(-c3cc(F)cc(F)c3)cn2)CC1, predict the reactants needed to synthesize it. The reactants are: Nc1ccc(-c2cc(F)cc(F)c2)cn1.O=C1CCCN1[C@H]1CC[C@@H](C(=O)O)CC1. (3) Given the product CCOC1CCSc2c(C)cc(Br)c(C)c21, predict the reactants needed to synthesize it. The reactants are: CCO.Cc1cc(Br)c(C)c2c1SCCC2O. (4) Given the product CCCOc1ccc2c(c1)C(N(C)S(C)(=O)=O)=CC(C)(C)O2, predict the reactants needed to synthesize it. The reactants are: CCCI.CN(C1=CC(C)(C)Oc2ccc(O)cc21)S(C)(=O)=O. (5) The reactants are: CC1CC(=O)NN=C1c1ccc(O)cc1.COc1ccc(C2=NN(CCCCBr)C(=O)CC2C)c2ccc(C)nc12. Given the product COc1ccc(C2=NN(CCCCOc3ccc(C4=NNC(=O)CC4C)cc3)C(=O)CC2C)c2ccc(C)nc12, predict the reactants needed to synthesize it. (6) Given the product Cc1cc(C)c(N2C(=O)C=C(Cl)C2=O)c(C)c1, predict the reactants needed to synthesize it. The reactants are: Cc1cc(C)c(N)c(C)c1.O=C1C=C(Cl)C(=O)O1.